From a dataset of M1 muscarinic receptor antagonist screen with 61,756 compounds. Binary Classification. Given a drug SMILES string, predict its activity (active/inactive) in a high-throughput screening assay against a specified biological target. (1) The molecule is OCc1c(nn(c1)c1ccccc1)c1cccnc1. The result is 0 (inactive). (2) The drug is S(c1n(nnn1)c1cc2CCCc2cc1)CC(=O)Nc1cc2OCCOc2cc1. The result is 0 (inactive). (3) The molecule is O=C(NC(c1n(c2c(n1)cccc2)CC=C)C)CC. The result is 0 (inactive).